This data is from Full USPTO retrosynthesis dataset with 1.9M reactions from patents (1976-2016). The task is: Predict the reactants needed to synthesize the given product. (1) Given the product [S:28]1[C:5]2[CH2:4][CH2:3][N:2]([CH2:11][CH2:12][CH2:13][CH2:14][O:15][C:16]3[CH:17]=[CH:18][C:19]4[CH2:25][CH2:24][NH:23][C:22](=[O:26])[NH:21][C:20]=4[N:27]=3)[CH2:1][C:10]=2[CH:9]=[CH:8]1, predict the reactants needed to synthesize it. The reactants are: [CH2:1]1[C:10]2[C:5](=CC=[CH:8][CH:9]=2)[CH2:4][CH2:3][N:2]1[CH2:11][CH2:12][CH2:13][CH2:14][O:15][C:16]1[CH:17]=[CH:18][C:19]2[CH2:25][CH2:24][NH:23][C:22](=[O:26])[NH:21][C:20]=2[N:27]=1.[S:28]1C2CCNCC=2C=C1. (2) Given the product [Br:1][C:2]1[CH:3]=[C:4]2[C:8](=[CH:9][C:10]=1[S:11]([N:14]1[CH2:18][CH2:17][CH2:16][CH2:15]1)(=[O:12])=[O:13])[NH:7][CH2:6][CH2:5]2, predict the reactants needed to synthesize it. The reactants are: [Br:1][C:2]1[CH:3]=[C:4]2[C:8](=[CH:9][C:10]=1[S:11]([N:14]1[CH2:18][CH2:17][CH2:16][CH2:15]1)(=[O:13])=[O:12])[N:7](C(=O)C)[CH2:6][CH2:5]2.Cl.C(=O)([O-])O.[Na+]. (3) Given the product [C:13]([O:21][CH:22]([C@@H:25]1[CH2:29][C@@H:28]([O:30][C:31](=[O:33])[CH3:32])[C@H:27]([N:8]2[C:6]3[N:7]=[C:2]([NH2:1])[NH:3][C:4](=[O:12])[C:5]=3[S:10][C:9]2=[O:11])[O:26]1)[CH2:23][CH3:24])(=[O:20])[C:14]1[CH:19]=[CH:18][CH:17]=[CH:16][CH:15]=1, predict the reactants needed to synthesize it. The reactants are: [NH2:1][C:2]1[NH:3][C:4](=[O:12])[C:5]2[S:10][C:9](=[O:11])[NH:8][C:6]=2[N:7]=1.[C:13]([O:21][CH:22]([C@@H:25]1[CH2:29][C@@H:28]([O:30][C:31](=[O:33])[CH3:32])[CH:27](OC(=O)C)[O:26]1)[CH2:23][CH3:24])(=[O:20])[C:14]1[CH:19]=[CH:18][CH:17]=[CH:16][CH:15]=1.[Si](OS(C(F)(F)F)(=O)=O)(C)(C)C. (4) Given the product [N:12]1([CH2:10][C:8]2[CH:9]=[C:4]3[CH:3]=[CH:2][NH:1][C:5]3=[N:6][CH:7]=2)[CH2:17][CH2:16][O:15][CH2:14][CH2:13]1, predict the reactants needed to synthesize it. The reactants are: [NH:1]1[C:5]2=[N:6][CH:7]=[C:8]([CH:10]=O)[CH:9]=[C:4]2[CH:3]=[CH:2]1.[NH:12]1[CH2:17][CH2:16][O:15][CH2:14][CH2:13]1.C(O)(=O)C.C(O[BH-](OC(=O)C)OC(=O)C)(=O)C.[Na+]. (5) The reactants are: [CH2:1]([N:8]1[CH2:12][CH2:11][CH:10]([C:13]2[N:18]=[CH:17][C:16]([NH:19][S:20]([C:23]3[CH:28]=[CH:27][C:26]([CH:29]([CH3:31])[CH3:30])=[CH:25][CH:24]=3)(=[O:22])=[O:21])=[CH:15][CH:14]=2)[CH2:9]1)[C:2]1C=CC=C[CH:3]=1.C(O)(=O)C.C(O[BH-](OC(=O)C)OC(=O)C)(=O)C.[Na+].[OH-].[Na+]. Given the product [CH2:1]([N:8]1[CH2:12][CH2:11][CH:10]([C:13]2[N:18]=[CH:17][C:16]([NH:19][S:20]([C:23]3[CH:28]=[CH:27][C:26]([CH:29]([CH3:30])[CH3:31])=[CH:25][CH:24]=3)(=[O:21])=[O:22])=[CH:15][CH:14]=2)[CH2:9]1)[CH2:2][CH3:3], predict the reactants needed to synthesize it. (6) The reactants are: [CH3:1][O:2][C:3]([C:5]1[C:6]2[CH2:7][N:8](CC3C=CC=CC=3)[CH2:9][C:10]=2[CH:11]=[CH:12][CH:13]=1)=[O:4].[Cl:21]C(OC(Cl)C)=O. Given the product [ClH:21].[CH3:1][O:2][C:3]([C:5]1[C:6]2[CH2:7][NH:8][CH2:9][C:10]=2[CH:11]=[CH:12][CH:13]=1)=[O:4], predict the reactants needed to synthesize it. (7) Given the product [N:18]1[CH:19]=[CH:20][CH:21]=[CH:22][C:17]=1[N:3]1[C:7]2=[N:8][CH:9]=[CH:10][CH:11]=[C:6]2[C:5]([C:12]([O:14][CH3:15])=[O:13])=[CH:4]1, predict the reactants needed to synthesize it. The reactants are: [H-].[Na+].[NH:3]1[C:7]2=[N:8][CH:9]=[CH:10][CH:11]=[C:6]2[C:5]([C:12]([O:14][CH3:15])=[O:13])=[CH:4]1.F[C:17]1[CH:22]=[CH:21][CH:20]=[CH:19][N:18]=1. (8) Given the product [CH3:45][C:40]([CH3:46])([CH2:41][C:42]([O:1][C@H:2]1[CH2:19][CH2:18][C@@:17]2([CH3:20])[C@@H:4]([CH2:5][CH2:6][C@:7]3([CH3:31])[C@@H:16]2[CH2:15][CH2:14][C@H:13]2[C@@:8]3([CH3:30])[CH2:9][CH2:10][C@@:11]3([CH:28]=[O:29])[CH2:23][C:22](=[O:24])[C:21]([CH:25]([CH3:27])[CH3:26])=[C:12]32)[C:3]1([CH3:32])[CH3:33])=[O:43])[C:39]([O:38][C:34]([CH3:35])([CH3:36])[CH3:37])=[O:47], predict the reactants needed to synthesize it. The reactants are: [OH:1][C@H:2]1[CH2:19][CH2:18][C@@:17]2([CH3:20])[C@@H:4]([CH2:5][CH2:6][C@:7]3([CH3:31])[C@@H:16]2[CH2:15][CH2:14][C@H:13]2[C@@:8]3([CH3:30])[CH2:9][CH2:10][C@@:11]3([CH:28]=[O:29])[CH2:23][C:22](=[O:24])[C:21]([CH:25]([CH3:27])[CH3:26])=[C:12]32)[C:3]1([CH3:33])[CH3:32].[C:34]([O:38][C:39](=[O:47])[C:40]([CH3:46])([CH3:45])[CH2:41][C:42](O)=[O:43])([CH3:37])([CH3:36])[CH3:35].C(Cl)(=O)C1C=CC=CC=1.C(N(CC)CC)C. (9) Given the product [NH2:40][C:2]1[C:3]2[CH:10]=[CH:9][N:8]([C@@H:11]3[O:26][C@H:25]([CH2:27][O:28][CH2:29][C:30]4[CH:35]=[CH:34][C:33]([Cl:36])=[CH:32][C:31]=4[Cl:37])[C@@H:14]([O:15][CH2:16][C:17]4[CH:22]=[CH:21][C:20]([Cl:23])=[CH:19][C:18]=4[Cl:24])[C@@:12]3([CH:38]=[CH2:39])[OH:13])[C:4]=2[N:5]=[CH:6][N:7]=1, predict the reactants needed to synthesize it. The reactants are: Cl[C:2]1[C:3]2[CH:10]=[CH:9][N:8]([C@@H:11]3[O:26][C@H:25]([CH2:27][O:28][CH2:29][C:30]4[CH:35]=[CH:34][C:33]([Cl:36])=[CH:32][C:31]=4[Cl:37])[C@@H:14]([O:15][CH2:16][C:17]4[CH:22]=[CH:21][C:20]([Cl:23])=[CH:19][C:18]=4[Cl:24])[C@@:12]3([CH:38]=[CH2:39])[OH:13])[C:4]=2[N:5]=[CH:6][N:7]=1.[NH3:40].